This data is from Reaction yield outcomes from USPTO patents with 853,638 reactions. The task is: Predict the reaction yield, written as a fraction of the theoretical maximum amount of product (1.0 means a 100% yield; for example, 0.34 means a 34% yield). The reactants are [C:1]([O:5][C:6]([N:8]1[CH2:17][CH2:16][C:15]2[C:10](=[CH:11][CH:12]=[C:13]([OH:18])[CH:14]=2)[CH2:9]1)=[O:7])([CH3:4])([CH3:3])[CH3:2].C1(C)C=CC=CC=1.C([O-])([O-])=O.[K+].[K+].F[C:33]1[CH:40]=[CH:39][C:36]([C:37]#[N:38])=[CH:35][CH:34]=1. The catalyst is CC(N(C)C)=O. The product is [C:1]([O:5][C:6]([N:8]1[CH2:17][CH2:16][C:15]2[C:10](=[CH:11][CH:12]=[C:13]([O:18][C:33]3[CH:40]=[CH:39][C:36]([C:37]#[N:38])=[CH:35][CH:34]=3)[CH:14]=2)[CH2:9]1)=[O:7])([CH3:4])([CH3:2])[CH3:3]. The yield is 0.870.